Dataset: Full USPTO retrosynthesis dataset with 1.9M reactions from patents (1976-2016). Task: Predict the reactants needed to synthesize the given product. (1) Given the product [OH:50][CH2:51][CH2:52][CH2:53][CH2:54][N:55]1[CH:59]=[C:58]([C:60]2[CH:65]=[CH:64][C:63]([NH:66][C:67]3[C:72]([C:73]([F:74])([F:75])[F:76])=[CH:71][N:70]=[C:69]([NH:77][C:78]4[CH:92]=[CH:91][C:81]([CH2:82][P:83](=[O:87])([OH:90])[O:84][CH2:85][CH3:86])=[CH:80][C:79]=4[O:93][CH3:94])[N:68]=3)=[C:62]([C:95](=[O:98])[NH:96][CH3:97])[CH:61]=2)[CH:57]=[N:56]1, predict the reactants needed to synthesize it. The reactants are: C(N(CC)C(C1C=C(C2C=NN(CCCO)C=2)C=CC=1NC1C(C(F)(F)F)=CN=C(NC2C=CC(CP(=O)(O)OCC)=CC=2OC)N=1)=O)C.[OH:50][CH2:51][CH2:52][CH2:53][CH2:54][N:55]1[CH:59]=[C:58]([C:60]2[CH:65]=[CH:64][C:63]([NH:66][C:67]3[C:72]([C:73]([F:76])([F:75])[F:74])=[CH:71][N:70]=[C:69]([NH:77][C:78]4[CH:92]=[CH:91][C:81]([CH2:82][P:83](=[O:90])([O:87]CC)[O:84][CH2:85][CH3:86])=[CH:80][C:79]=4[O:93][CH3:94])[N:68]=3)=[C:62]([C:95](=[O:98])[NH:96][CH3:97])[CH:61]=2)[CH:57]=[N:56]1. (2) Given the product [NH2:21][C:16]1[CH:17]=[CH:18][CH:19]=[CH:20][C:15]=1[O:14][CH2:13][C@H:9]([NH:8][C:6]([O:5][C:1]([CH3:2])([CH3:3])[CH3:4])=[O:7])[C:10]([OH:12])=[O:11], predict the reactants needed to synthesize it. The reactants are: [C:1]([O:5][C:6]([NH:8][C@@H:9]([CH2:13][O:14][C:15]1[CH:20]=[CH:19][CH:18]=[CH:17][C:16]=1[N+:21]([O-])=O)[C:10]([OH:12])=[O:11])=[O:7])([CH3:4])([CH3:3])[CH3:2]. (3) The reactants are: [Cl:1][C:2]1[CH:3]=[C:4]([NH:10][C:11]2[C:20]3[C:15](=[CH:16][CH:17]=[C:18]([NH2:21])[CH:19]=3)[N:14]=[CH:13][N:12]=2)[C:5]([F:9])=[CH:6][C:7]=1[Cl:8].[Cl:22][CH2:23][C:24](Cl)=[O:25].COCC(Cl)=O. Given the product [Cl:1][C:2]1[CH:3]=[C:4]([NH:10][C:11]2[C:20]3[C:15](=[CH:16][CH:17]=[C:18]([NH:21][C:24](=[O:25])[CH2:23][Cl:22])[CH:19]=3)[N:14]=[CH:13][N:12]=2)[C:5]([F:9])=[CH:6][C:7]=1[Cl:8], predict the reactants needed to synthesize it.